This data is from Reaction yield outcomes from USPTO patents with 853,638 reactions. The task is: Predict the reaction yield, written as a fraction of the theoretical maximum amount of product (1.0 means a 100% yield; for example, 0.34 means a 34% yield). (1) The reactants are Br[C:2]1[CH:15]=[C:14]2[C:5]([O:6][CH2:7][CH2:8][N:9]3[C:13]2=[N:12][C:11]([C:16]2[N:20]([CH:21]([CH3:23])[CH3:22])[N:19]=[CH:18][N:17]=2)=[CH:10]3)=[CH:4][CH:3]=1.Cl.[CH3:25][NH:26][O:27][CH3:28].CC1(C)C2[C:51](=C(P(C3C=CC=CC=3)C3C=CC=CC=3)C=CC=2)[O:50]C2C(P(C3C=CC=CC=3)C3C=CC=CC=3)=CC=CC1=2. The catalyst is CC([O-])=O.CC([O-])=O.[Pd+2].C1(C)C=CC=CC=1. The product is [CH3:28][O:27][N:26]([CH3:25])[C:51]([C:2]1[CH:15]=[C:14]2[C:5]([O:6][CH2:7][CH2:8][N:9]3[C:13]2=[N:12][C:11]([C:16]2[N:20]([CH:21]([CH3:23])[CH3:22])[N:19]=[CH:18][N:17]=2)=[CH:10]3)=[CH:4][CH:3]=1)=[O:50]. The yield is 0.500. (2) The catalyst is CN(C=O)C. The reactants are [NH:1]1[CH:5]=[CH:4][N:3]=[C:2]1[CH:6]=[O:7].Br[CH2:9][CH:10]([O:13][CH3:14])[O:11][CH3:12].C(=O)([O-])[O-].[K+].[K+].[I-].[K+]. The product is [CH3:12][O:11][CH:10]([O:13][CH3:14])[CH2:9][N:1]1[CH:5]=[CH:4][N:3]=[C:2]1[CH:6]=[O:7]. The yield is 0.320. (3) The reactants are [CH3:1][C:2]1[C:3]([N+:16]([O-:18])=[O:17])=[C:4]([C:10]([N+:13]([O-:15])=[O:14])=[CH:11][CH:12]=1)[C:5]([O:7][CH2:8][CH3:9])=[O:6].C[C:20]([N:22]([CH3:24])[CH3:23])=O. The catalyst is CN(C=O)C. The product is [CH3:20][N:22]([CH3:24])/[CH:23]=[CH:1]/[C:2]1[C:3]([N+:16]([O-:18])=[O:17])=[C:4]([C:10]([N+:13]([O-:15])=[O:14])=[CH:11][CH:12]=1)[C:5]([O:7][CH2:8][CH3:9])=[O:6]. The yield is 0.580. (4) The reactants are C([O:5][CH2:6][CH:7]([CH2:12][CH3:13])[CH2:8][CH2:9][CH2:10][CH3:11])(=O)C=C.C(=O)([O-])[O-:15].[Cs+].[Cs+]. The catalyst is C(#N)C. The product is [CH3:11][CH2:10][CH2:9][CH2:8][CH:7]([C:6]([OH:5])=[O:15])[CH2:12][CH3:13]. The yield is 0.880. (5) The product is [CH2:1]([NH:3][C:4]([N:21]1[CH2:25][CH:24]([CH2:26][CH3:27])[CH:23]=[N:22]1)=[N:5][S:6]([C:9]1[CH:10]=[C:11]2[C:15](=[CH:16][CH:17]=1)[NH:14][CH2:13][CH2:12]2)(=[O:7])=[O:8])[CH3:2]. The catalyst is CCO. The yield is 0.430. The reactants are [CH2:1]([NH:3][C:4]([N:21]1[CH2:25][CH:24]([CH2:26][CH3:27])[CH:23]=[N:22]1)=[N:5][S:6]([C:9]1[CH:10]=[C:11]2[C:15](=[CH:16][CH:17]=1)[N:14](C(=O)C)[CH2:13][CH2:12]2)(=[O:8])=[O:7])[CH3:2].Cl.C([O-])(O)=O.[Na+]. (6) The reactants are [O:1]=[CH:2][C@H:3]([C@H:5]([C@@H:7]([C@@H:9]([CH2:11][OH:12])[OH:10])[OH:8])[OH:6])[OH:4].[C:13](Cl)(=O)[CH3:14]. The catalyst is C(O)C1C=CC=CC=1. The product is [CH:5]1[CH:7]=[CH:9][C:13]([CH2:14][O:1][CH:2]2[O:10][CH:9]([CH2:11][OH:12])[CH:7]([OH:8])[CH:5]([OH:6])[CH:3]2[OH:4])=[CH:2][CH:3]=1. The yield is 0.700. (7) The reactants are ClC(Cl)(Cl)C[O:4][C:5](=[O:36])[C:6]1[CH:11]=[CH:10][CH:9]=[CH:8][C:7]=1[CH2:12][S:13][C:14]1[CH:19]=[CH:18][CH:17]=[C:16]([CH2:20][C:21]([O:23][CH2:24][CH2:25][C:26]2[CH:31]=[CH:30][C:29]([C:32]([F:35])([F:34])[F:33])=[CH:28][CH:27]=2)=[O:22])[CH:15]=1.CC(O)=O.C(Cl)Cl. The catalyst is CCCCCCC.CCOC(C)=O.[Zn]. The product is [F:34][C:32]([F:33])([F:35])[C:29]1[CH:28]=[CH:27][C:26]([CH2:25][CH2:24][O:23][C:21]([CH2:20][C:16]2[CH:15]=[C:14]([S:13][CH2:12][C:7]3[CH:8]=[CH:9][CH:10]=[CH:11][C:6]=3[C:5]([OH:36])=[O:4])[CH:19]=[CH:18][CH:17]=2)=[O:22])=[CH:31][CH:30]=1. The yield is 0.690. (8) The reactants are [C:1]([C:3]1[CH:19]=[CH:18][C:6]([O:7][C:8]2[CH:9]=[CH:10][C:11]3[B:15]([OH:16])[O:14][CH2:13][C:12]=3[CH:17]=2)=[C:5]([O:20][CH2:21][C:22]([O:24]CC)=[O:23])[CH:4]=1)#[N:2].[OH-].[Na+].Cl. The catalyst is CO. The product is [C:22]([CH2:21][O:20][C:5]1[CH:4]=[C:3]([C:1]#[N:2])[CH:19]=[CH:18][C:6]=1[O:7][C:8]1[CH:9]=[CH:10][C:11]2[B:15]([OH:16])[O:14][CH2:13][C:12]=2[CH:17]=1)([OH:24])=[O:23]. The yield is 0.410. (9) The reactants are [CH2:1]([N:8]([CH2:16][CH:17]1[CH2:22][CH2:21][N:20]([C:23](=O)[C:24]([CH3:30])([CH3:29])[C:25]([F:28])([F:27])[F:26])[CH2:19][CH2:18]1)[C:9]1[CH:14]=[CH:13][C:12]([Br:15])=[CH:11][CH:10]=1)[C:2]1[CH:7]=[CH:6][CH:5]=[CH:4][CH:3]=1. The catalyst is C1COCC1. The product is [CH2:1]([N:8]([CH2:16][CH:17]1[CH2:22][CH2:21][N:20]([CH2:23][C:24]([CH3:30])([CH3:29])[C:25]([F:28])([F:27])[F:26])[CH2:19][CH2:18]1)[C:9]1[CH:10]=[CH:11][C:12]([Br:15])=[CH:13][CH:14]=1)[C:2]1[CH:3]=[CH:4][CH:5]=[CH:6][CH:7]=1. The yield is 0.280. (10) The reactants are [N:1]1([CH2:6][CH2:7][O:8][C:9]2[CH:14]=[CH:13][C:12]([NH2:15])=[CH:11][CH:10]=2)[CH2:5][CH2:4][CH2:3][CH2:2]1.[F:16][C:17]1[CH:18]=[C:19]2[C:23](=[CH:24][CH:25]=1)[NH:22][C:21](=[O:26])[C:20]2=[CH:27]O. No catalyst specified. The product is [F:16][C:17]1[CH:18]=[C:19]2[C:23](=[CH:24][CH:25]=1)[NH:22][C:21](=[O:26])[C:20]2=[CH:27][NH:15][C:12]1[CH:11]=[CH:10][C:9]([O:8][CH2:7][CH2:6][N:1]2[CH2:5][CH2:4][CH2:3][CH2:2]2)=[CH:14][CH:13]=1. The yield is 0.690.